Dataset: Peptide-MHC class II binding affinity with 134,281 pairs from IEDB. Task: Regression. Given a peptide amino acid sequence and an MHC pseudo amino acid sequence, predict their binding affinity value. This is MHC class II binding data. The peptide sequence is FDGPRTNTILEDNNEVEV. The MHC is DRB1_1501 with pseudo-sequence DRB1_1501. The binding affinity (normalized) is 0.